From a dataset of Retrosynthesis with 50K atom-mapped reactions and 10 reaction types from USPTO. Predict the reactants needed to synthesize the given product. (1) Given the product COc1cccc(Cl)c1CN1C[C@@H]2CCCN2[C@H](C(c2ccccc2)c2ccccc2)C1, predict the reactants needed to synthesize it. The reactants are: COc1cccc(Cl)c1C=O.c1ccc(C(c2ccccc2)[C@@H]2CNC[C@@H]3CCCN32)cc1. (2) Given the product COC(=O)c1cccc(CN2C(=O)CN(C(=O)c3ccc(Cl)cc3)Cc3ccccc32)c1, predict the reactants needed to synthesize it. The reactants are: COC(=O)c1cccc(CBr)c1.O=C1CN(C(=O)c2ccc(Cl)cc2)Cc2ccccc2N1. (3) Given the product O=C1C(=O)N(Cc2ccc(F)nc2)c2ccc(S(=O)(=O)N3CC[C@H]3COc3ccccc3)cc21, predict the reactants needed to synthesize it. The reactants are: Fc1ccc(CBr)cn1.O=C1Nc2ccc(S(=O)(=O)N3CC[C@H]3COc3ccccc3)cc2C1=O.